Predict which catalyst facilitates the given reaction. From a dataset of Catalyst prediction with 721,799 reactions and 888 catalyst types from USPTO. (1) Reactant: [Cl:1][C:2]1[CH:3]=[C:4]([CH:7]=[C:8]([Cl:10])[CH:9]=1)[CH:5]=[O:6].[N+:11]([O-])([OH:13])=[O:12]. Product: [Cl:1][C:2]1[C:3]([N+:11]([O-:13])=[O:12])=[C:4]([CH:7]=[C:8]([Cl:10])[CH:9]=1)[CH:5]=[O:6]. The catalyst class is: 65. (2) Product: [N:1]1[N:2]2[CH:3]=[N:4][CH:5]=[C:6]2[C:7](=[O:9])[NH:13][CH:11]=1. The catalyst class is: 6. Reactant: [NH2:1][N:2]1[C:6]([C:7]([O:9]C)=O)=[CH:5][N:4]=[CH:3]1.[CH:11]([NH2:13])=O. (3) Reactant: [F:1][C:2]1[CH:7]=[CH:6][C:5]([OH:8])=[CH:4][CH:3]=1.C(O[K])(C)(C)C.[CH2:15]([O:17][C:18]([C:20]1[S:21][C:22](S(C)(=O)=O)=[C:23]2[C:31]3[N:30]([CH3:32])[N:29]=[CH:28][C:27]=3[CH2:26][CH2:25][C:24]=12)=[O:19])[CH3:16]. Product: [F:1][C:2]1[CH:7]=[CH:6][C:5]([O:8][C:22]2[S:21][C:20]([C:18]([O:17][CH2:15][CH3:16])=[O:19])=[C:24]3[C:23]=2[C:31]2[N:30]([CH3:32])[N:29]=[CH:28][C:27]=2[CH2:26][CH2:25]3)=[CH:4][CH:3]=1. The catalyst class is: 264. (4) Reactant: Cl[C:2]1[C:11]2[C:6](=[CH:7][CH:8]=[C:9]([O:12][CH3:13])[CH:10]=2)[N:5]=[C:4]([C:14]2[CH:15]=[N:16][CH:17]=[CH:18][CH:19]=2)[N:3]=1.[NH:20]1[C:24]2[CH:25]=[CH:26][CH:27]=[CH:28][C:23]=2[NH:22][C:21]1=[O:29].CC([O-])(C)C.[K+].CO. Product: [CH3:13][O:12][C:9]1[CH:10]=[C:11]2[C:6](=[CH:7][CH:8]=1)[N:5]=[C:4]([C:14]1[CH:15]=[N:16][CH:17]=[CH:18][CH:19]=1)[N:3]=[C:2]2[N:20]1[C:24]2[CH:25]=[CH:26][CH:27]=[CH:28][C:23]=2[NH:22][C:21]1=[O:29]. The catalyst class is: 77. (5) Reactant: [F:1][C:2]1[CH:9]=[CH:8][CH:7]=[CH:6][C:3]=1[CH2:4]Br.[OH:10][C:11]1[CH:16]=[CH:15][C:14]([C@@H:17]2[CH2:19][C@H:18]2[NH:20][C:21](=[O:27])[O:22][C:23]([CH3:26])([CH3:25])[CH3:24])=[CH:13][CH:12]=1.C([O-])([O-])=O.[K+].[K+]. Product: [F:1][C:2]1[CH:9]=[CH:8][CH:7]=[CH:6][C:3]=1[CH2:4][O:10][C:11]1[CH:16]=[CH:15][C:14]([C@@H:17]2[CH2:19][C@H:18]2[NH:20][C:21](=[O:27])[O:22][C:23]([CH3:25])([CH3:24])[CH3:26])=[CH:13][CH:12]=1. The catalyst class is: 3.